This data is from Reaction yield outcomes from USPTO patents with 853,638 reactions. The task is: Predict the reaction yield, written as a fraction of the theoretical maximum amount of product (1.0 means a 100% yield; for example, 0.34 means a 34% yield). (1) The reactants are [C:1]([C:3]1[CH:4]=[CH:5][C:6]([CH:9]2[CH2:14][CH2:13][N:12](C(OC(C)(C)C)=O)[CH2:11][CH2:10]2)=[N:7][CH:8]=1)#[N:2].[ClH:22]. The catalyst is C(OCC)(=O)C. The product is [ClH:22].[NH:12]1[CH2:11][CH2:10][CH:9]([C:6]2[CH:5]=[CH:4][C:3]([C:1]#[N:2])=[CH:8][N:7]=2)[CH2:14][CH2:13]1. The yield is 0.970. (2) The reactants are [O:1]1[CH2:6][CH:5]=[C:4]([C:7]2[CH:8]=[C:9]([CH:14]=[CH:15][C:16]=2[O:17]C2CCCCO2)[C:10]([O:12][CH3:13])=[O:11])[CH2:3][CH2:2]1.CC1C=CC(S([O-])(=O)=O)=CC=1.C1C=C[NH+]=CC=1. The catalyst is CO. The product is [O:1]1[CH2:2][CH:3]=[C:4]([C:7]2[CH:8]=[C:9]([CH:14]=[CH:15][C:16]=2[OH:17])[C:10]([O:12][CH3:13])=[O:11])[CH2:5][CH2:6]1. The yield is 0.670. (3) The reactants are [O:1]1[C:5]([C:6]([OH:8])=[O:7])=[CH:4][CH:3]=[N:2]1.[C:9](=O)(O)[O-].[Na+].IC. The catalyst is CN(C=O)C.O. The product is [CH3:9][O:7][C:6]([C:5]1[O:1][N:2]=[CH:3][CH:4]=1)=[O:8]. The yield is 0.427. (4) The reactants are Br[CH2:2][CH2:3][CH2:4][O:5][C:6]1[CH:10]=[C:9]([C:11]([NH:13][C:14]2[CH:19]=[CH:18][C:17]([F:20])=[C:16]([Cl:21])[CH:15]=2)=[O:12])[O:8][N:7]=1.[NH:22]1[CH2:26][CH2:25][CH2:24][CH2:23]1. The catalyst is O1CCCC1.CO. The product is [Cl:21][C:16]1[CH:15]=[C:14]([NH:13][C:11]([C:9]2[O:8][N:7]=[C:6]([O:5][CH2:4][CH2:3][CH2:2][N:22]3[CH2:26][CH2:25][CH2:24][CH2:23]3)[CH:10]=2)=[O:12])[CH:19]=[CH:18][C:17]=1[F:20]. The yield is 0.920. (5) The reactants are [CH2:1]([N:3]1[CH:7]=[C:6]([C:8]2[S:12][C:11](N)=[N:10][N:9]=2)[CH:5]=[N:4]1)[CH3:2].CC(O)=O.N([O-])=O.[Na+].[ClH:22]. The yield is 0.350. The product is [Cl:22][C:11]1[S:12][C:8]([C:6]2[CH:5]=[N:4][N:3]([CH2:1][CH3:2])[CH:7]=2)=[N:9][N:10]=1. The catalyst is O. (6) The reactants are [Cl:1][C:2]1[CH:7]=[C:6]([O:8][C:9]2[CH:14]=[CH:13][C:12]([CH:15]=[CH2:16])=[CH:11][CH:10]=2)[CH:5]=[CH:4][C:3]=1[CH3:17].B1C2CCCC1CCC2.C1C[O:30]CC1. No catalyst specified. The product is [Cl:1][C:2]1[CH:7]=[C:6]([O:8][C:9]2[CH:14]=[CH:13][C:12]([CH2:15][CH2:16][OH:30])=[CH:11][CH:10]=2)[CH:5]=[CH:4][C:3]=1[CH3:17]. The yield is 0.665. (7) The reactants are [CH2:1]([Br:8])[C:2]1[CH:7]=[CH:6][CH:5]=[CH:4][CH:3]=1.C(=O)([O-])[O-].[K+].[K+].Cl.[C:16]([O:19][CH2:20][CH3:21])(=O)[CH3:17].[CH2:22](Cl)Cl.[CH3:25][CH2:26][CH2:27][CH2:28][CH2:29]C. The catalyst is C(#N)C. The product is [Br:8][C:1]1[C:2]2[C:7](=[CH:6][CH:5]=[CH:4][CH:3]=2)[C:16]([O:19][CH2:20][C:21]2[CH:29]=[CH:28][CH:27]=[CH:26][CH:25]=2)=[CH:17][CH:22]=1. The yield is 0.930. (8) The reactants are [CH2:1]([S:3](Cl)(=[O:5])=[O:4])[CH3:2].[NH2:7][C:8]1[CH:9]=[CH:10][C:11]([O:23][C:24]2[CH:29]=[CH:28][C:27]([F:30])=[CH:26][C:25]=2[F:31])=[C:12]([C:14]2[C:15]([F:22])=[CH:16][C:17](=[O:21])[N:18]([CH3:20])[CH:19]=2)[CH:13]=1.N1C=CC=CC=1.Cl. The catalyst is ClCCl. The product is [F:31][C:25]1[CH:26]=[C:27]([F:30])[CH:28]=[CH:29][C:24]=1[O:23][C:11]1[CH:10]=[CH:9][C:8]([NH:7][S:3]([CH2:1][CH3:2])(=[O:5])=[O:4])=[CH:13][C:12]=1[C:14]1[C:15]([F:22])=[CH:16][C:17](=[O:21])[N:18]([CH3:20])[CH:19]=1. The yield is 0.720.